This data is from CYP1A2 inhibition data for predicting drug metabolism from PubChem BioAssay. The task is: Regression/Classification. Given a drug SMILES string, predict its absorption, distribution, metabolism, or excretion properties. Task type varies by dataset: regression for continuous measurements (e.g., permeability, clearance, half-life) or binary classification for categorical outcomes (e.g., BBB penetration, CYP inhibition). Dataset: cyp1a2_veith. (1) The molecule is CN1CCN(CCCNN)CC1. The result is 0 (non-inhibitor). (2) The drug is N[C@H](CCCC(=O)O)C(=O)O. The result is 0 (non-inhibitor).